From a dataset of Catalyst prediction with 721,799 reactions and 888 catalyst types from USPTO. Predict which catalyst facilitates the given reaction. (1) Reactant: [Cl-].[Cl-].[Cl-].[Al+3].C(OC([NH:11][C:12]1[CH:20]=[CH:19][C:18]2[CH2:17][CH2:16][CH2:15][C:14]=2[C:13]=1[C:21]([O:23][CH3:24])=[O:22])=O)(C)C. Product: [NH2:11][C:12]1[CH:20]=[CH:19][C:18]2[CH2:17][CH2:16][CH2:15][C:14]=2[C:13]=1[C:21]([O:23][CH3:24])=[O:22]. The catalyst class is: 11. (2) Reactant: [F:1][C:2]1[CH:7]=[CH:6][C:5]([CH2:8][C:9]([OH:11])=O)=[CH:4][CH:3]=1.[NH2:12][C:13]1[O:14][C:15]2[CH:21]=[CH:20][CH:19]=[CH:18][C:16]=2[N:17]=1.CCN=C=NCCCN(C)C.Cl. Product: [O:14]1[C:15]2[CH:21]=[CH:20][CH:19]=[CH:18][C:16]=2[N:17]=[C:13]1[NH:12][C:9](=[O:11])[CH2:8][C:5]1[CH:4]=[CH:3][C:2]([F:1])=[CH:7][CH:6]=1. The catalyst class is: 64. (3) Reactant: [CH3:1][C:2]1[CH:7]=[CH:6][N:5]=[C:4]([C:8]#[C:9][C:10]2[CH:15]=[CH:14][CH:13]=[CH:12][CH:11]=2)[CH:3]=1. Product: [CH3:1][C:2]1[CH:7]=[CH:6][N:5]=[C:4]([CH2:8][CH2:9][C:10]2[CH:15]=[CH:14][CH:13]=[CH:12][CH:11]=2)[CH:3]=1. The catalyst class is: 43. (4) Reactant: C([Al](CC)CC)C.[CH3:8][C:9](=[CH:11][CH2:12][CH2:13][CH:14]([CH2:16][CH:17]=[O:18])[CH3:15])[CH3:10].C(OC(=O)C)(=O)C.[OH-].[Na+]. Product: [CH3:15][C@H:14]1[CH2:16][C@@H:17]([OH:18])[C@H:11]([C:9]([CH3:10])=[CH2:8])[CH2:12][CH2:13]1. The catalyst class is: 11. (5) Reactant: [CH2:1]([C:3]1[N:8]=[C:7]([C:9]2[N:14]=[CH:13][C:12]3[CH:15]=[N:16][N:17]([C:18]4[CH:23]=[CH:22][CH:21]=[C:20](F)[N:19]=4)[C:11]=3[CH:10]=2)[CH:6]=[N:5][CH:4]=1)[CH3:2].[NH:25]1[CH2:30][CH2:29][CH2:28][C@H:27]([NH:31][C:32](=[O:38])[O:33][C:34]([CH3:37])([CH3:36])[CH3:35])[CH2:26]1. Product: [CH2:1]([C:3]1[N:8]=[C:7]([C:9]2[N:14]=[CH:13][C:12]3[CH:15]=[N:16][N:17]([C:18]4[N:19]=[C:20]([N:25]5[CH2:30][CH2:29][CH2:28][C@H:27]([NH:31][C:32](=[O:38])[O:33][C:34]([CH3:36])([CH3:35])[CH3:37])[CH2:26]5)[CH:21]=[CH:22][CH:23]=4)[C:11]=3[CH:10]=2)[CH:6]=[N:5][CH:4]=1)[CH3:2]. The catalyst class is: 16.